Predict the product of the given reaction. From a dataset of Forward reaction prediction with 1.9M reactions from USPTO patents (1976-2016). (1) Given the reactants [NH2:1][C:2]1[N:3]=[CH:4][C:5]([C:8]2[C:9]([F:19])=[C:10]([OH:18])[C:11]([CH:14]3[CH2:17][CH2:16][CH2:15]3)=[CH:12][CH:13]=2)=[N:6][CH:7]=1.Br[CH2:21][C:22]1[C:27]([F:28])=[CH:26][CH:25]=[CH:24][C:23]=1[F:29], predict the reaction product. The product is: [CH:14]1([C:11]2[CH:12]=[CH:13][C:8]([C:5]3[N:6]=[CH:7][C:2]([NH2:1])=[N:3][CH:4]=3)=[C:9]([F:19])[C:10]=2[O:18][CH2:21][C:22]2[C:27]([F:28])=[CH:26][CH:25]=[CH:24][C:23]=2[F:29])[CH2:15][CH2:16][CH2:17]1. (2) Given the reactants [CH3:1][N:2]([CH3:27])[S:3]([NH:6][C:7]1[CH:8]=[CH:9][C:10]2[CH:24]=[CH:23][C:14]3=[N:15][CH:16]=[C:17]([C:19]([O:21]C)=[O:20])[CH:18]=[C:13]3[C:12](=[O:25])[C:11]=2[CH:26]=1)(=[O:5])=[O:4], predict the reaction product. The product is: [CH3:1][N:2]([CH3:27])[S:3]([NH:6][C:7]1[CH:8]=[CH:9][C:10]2[CH:24]=[CH:23][C:14]3=[N:15][CH:16]=[C:17]([C:19]([OH:21])=[O:20])[CH:18]=[C:13]3[C:12](=[O:25])[C:11]=2[CH:26]=1)(=[O:4])=[O:5]. (3) Given the reactants [CH3:1][N:2]([CH3:26])[C:3]([NH:5][C:6](=[NH:25])[NH:7][CH2:8][C:9]1[CH:14]=[CH:13][C:12](C(CCCCCC)C([O-])=O)=[CH:11][CH:10]=1)=[NH:4].CN(C)C(NC(=N)NCC1C=CC(CC[N:43](CC)[C:44](=[O:46])[O-:45])=CC=1)=N, predict the reaction product. The product is: [C:9]([O:45][C:44](=[O:46])[NH:43][C:12]1[CH:11]=[CH:10][C:9]([CH2:8][NH:7][C:6]([NH:5][C:3](=[NH:4])[N:2]([CH3:1])[CH3:26])=[NH:25])=[CH:14][CH:13]=1)([CH3:14])([CH3:10])[CH3:8]. (4) Given the reactants [CH:1]1([CH2:6][C@H:7]([C:11]2[CH:16]=[CH:15][C:14]([S:17]([CH3:20])(=[O:19])=[O:18])=[C:13]([CH3:21])[CH:12]=2)[C:8]([OH:10])=O)[CH2:5][CH2:4][CH2:3][CH2:2]1.C(Cl)(=O)C(Cl)=O.[NH2:28][C:29]1[CH:34]=[N:33][C:32]([CH:35]=[CH2:36])=[CH:31][N:30]=1.N1C=CC=CC=1, predict the reaction product. The product is: [CH:1]1([CH2:6][C@H:7]([C:11]2[CH:16]=[CH:15][C:14]([S:17]([CH3:20])(=[O:19])=[O:18])=[C:13]([CH3:21])[CH:12]=2)[C:8]([NH:28][C:29]2[CH:34]=[N:33][C:32]([CH:35]=[CH2:36])=[CH:31][N:30]=2)=[O:10])[CH2:2][CH2:3][CH2:4][CH2:5]1. (5) Given the reactants [F:1][C:2]1[CH:3]=[C:4]([C:8]2[C:12]([CH2:13][NH2:14])=[C:11]([CH3:15])[O:10][N:9]=2)[CH:5]=[CH:6][CH:7]=1.Cl[C:17]1[CH:26]=[CH:25][C:20]([C:21]([O:23][CH3:24])=[O:22])=[CH:19][N:18]=1.C(N(CC)C(C)C)(C)C, predict the reaction product. The product is: [CH3:24][O:23][C:21](=[O:22])[C:20]1[CH:25]=[CH:26][C:17]([NH:14][CH2:13][C:12]2[C:8]([C:4]3[CH:5]=[CH:6][CH:7]=[C:2]([F:1])[CH:3]=3)=[N:9][O:10][C:11]=2[CH3:15])=[N:18][CH:19]=1.